This data is from Full USPTO retrosynthesis dataset with 1.9M reactions from patents (1976-2016). The task is: Predict the reactants needed to synthesize the given product. (1) Given the product [Cl:8][C:6]1[N:7]=[C:2]([N:24]2[C:25]3[CH:31]=[CH:30][CH:29]=[CH:28][C:26]=3[N:27]=[C:23]2[CH:22]([F:21])[F:32])[N:3]=[C:4]([N:9]2[CH2:14][CH2:13][O:12][CH2:11][CH2:10]2)[N:5]=1, predict the reactants needed to synthesize it. The reactants are: Cl[C:2]1[N:7]=[C:6]([Cl:8])[N:5]=[C:4]([N:9]2[CH2:14][CH2:13][O:12][CH2:11][CH2:10]2)[N:3]=1.C(=O)([O-])[O-].[K+].[K+].[F:21][CH:22]([F:32])[C:23]1[NH:27][C:26]2[CH:28]=[CH:29][CH:30]=[CH:31][C:25]=2[N:24]=1. (2) Given the product [CH3:1][O:2][C:3]([C:5]1[CH:14]=[CH:13][C:12]2[C:7](=[CH:8][C:9]([C:15]([CH2:19][CH3:20])([C:23]3[CH:24]=[CH:25][C:26]([OH:27])=[C:21]([CH3:28])[CH:22]=3)[CH2:16][CH3:17])=[CH:10][CH:11]=2)[CH:6]=1)=[O:4], predict the reactants needed to synthesize it. The reactants are: [CH3:1][O:2][C:3]([C:5]1[CH:14]=[CH:13][C:12]2[C:7](=[CH:8][C:9]([C:15]([CH2:19][CH3:20])(O)[CH2:16][CH3:17])=[CH:10][CH:11]=2)[CH:6]=1)=[O:4].[C:21]1([CH3:28])[C:26]([OH:27])=[CH:25][CH:24]=[CH:23][CH:22]=1.B(F)(F)F.O(CC)CC. (3) The reactants are: [CH2:1]([O:8][C:9]1[CH:14]=[CH:13][C:12]([C:15]#[CH:16])=[CH:11][CH:10]=1)[C:2]1[CH:7]=[CH:6][CH:5]=[CH:4][CH:3]=1.[Cl:17][C:18]1[N:23]=[C:22](Cl)[CH:21]=[CH:20][N:19]=1.C(N(CC)CC)C. Given the product [CH2:1]([O:8][C:9]1[CH:10]=[CH:11][C:12]([C:15]#[C:16][C:20]2[CH:21]=[CH:22][N:23]=[C:18]([Cl:17])[N:19]=2)=[CH:13][CH:14]=1)[C:2]1[CH:3]=[CH:4][CH:5]=[CH:6][CH:7]=1, predict the reactants needed to synthesize it.